This data is from Reaction yield outcomes from USPTO patents with 853,638 reactions. The task is: Predict the reaction yield, written as a fraction of the theoretical maximum amount of product (1.0 means a 100% yield; for example, 0.34 means a 34% yield). (1) The reactants are [I:1]I.[N+:3]([C:6]1[CH:7]=[C:8]([CH:12]=[CH:13][CH:14]=1)[C:9]([OH:11])=[O:10])([O-:5])=[O:4]. The catalyst is S(=O)(=O)(O)O. The product is [I:1][C:13]1[CH:12]=[C:8]([CH:7]=[C:6]([N+:3]([O-:5])=[O:4])[CH:14]=1)[C:9]([OH:11])=[O:10]. The yield is 0.980. (2) The reactants are [NH2:1][C:2]1[N:7]=[C:6]([C:8]2[N:12]([CH2:13][O:14][CH2:15][CH2:16][Si:17]([CH3:20])([CH3:19])[CH3:18])[C:11]([C:21]3[CH:26]=[C:25]([Cl:27])[CH:24]=[CH:23][C:22]=3[CH3:28])=[C:10]([C:29]([O:31]CC)=[O:30])[CH:9]=2)[C:5]([C:34]#[C:35][Si](C)(C)C)=[CH:4][N:3]=1.[OH-].[K+].CCO. The yield is 0.950. No catalyst specified. The product is [NH2:1][C:2]1[N:7]=[C:6]([C:8]2[N:12]([CH2:13][O:14][CH2:15][CH2:16][Si:17]([CH3:18])([CH3:19])[CH3:20])[C:11]([C:21]3[CH:26]=[C:25]([Cl:27])[CH:24]=[CH:23][C:22]=3[CH3:28])=[C:10]([C:29]([OH:31])=[O:30])[CH:9]=2)[C:5]([C:34]#[CH:35])=[CH:4][N:3]=1.